Predict the reactants needed to synthesize the given product. From a dataset of Full USPTO retrosynthesis dataset with 1.9M reactions from patents (1976-2016). Given the product [N:6]1[CH:7]=[C:2]2[C:3]([NH:8][C:9]([C:10]([C@@H:13]3[C:26]4[C:21](=[N:22][C:23]([Cl:27])=[CH:24][CH:25]=4)[O:20][C:19]4[C:14]3=[CH:15][CH:16]=[CH:17][C:18]=4[F:28])([CH3:11])[CH3:12])=[N:1]2)=[N:4][CH:5]=1, predict the reactants needed to synthesize it. The reactants are: [NH2:1][C:2]1[C:3]([NH:8][C:9](=O)[C:10]([C@@H:13]2[C:26]3[C:21](=[N:22][C:23]([Cl:27])=[CH:24][CH:25]=3)[O:20][C:19]3[C:14]2=[CH:15][CH:16]=[CH:17][C:18]=3[F:28])([CH3:12])[CH3:11])=[N:4][CH:5]=[N:6][CH:7]=1.C([O-])([O-])=O.[Na+].[Na+].